This data is from Experimentally validated miRNA-target interactions with 360,000+ pairs, plus equal number of negative samples. The task is: Binary Classification. Given a miRNA mature sequence and a target amino acid sequence, predict their likelihood of interaction. (1) The miRNA is hsa-miR-197-3p with sequence UUCACCACCUUCUCCACCCAGC. The protein sequence of the target gene is MEKLRRVLSGQDDEEQGLTAQVLDASSLSFNTRLKWFAICFVCGVFFSILGTGLLWLPGGIKLFAVFYTLGNLAALASTCFLMGPVKQLKKMFEATRLLATIVMLLCFIFTLCAALWWHKKGLAVLFCILQFLSMTWYSLSYIPYARDAVIKCCSSLLS. Result: 0 (no interaction). (2) The miRNA is mmu-miR-6951-3p with sequence CUUUUUUCUUCACAAAUACAG. The protein sequence of the target gene is MAAAMPLGLPLRLLVLLLVGRGCCGCAEGPRDSLREELVITPLPSGDVAATFQFRTRWDSDLQREGVSHYRLFPKALGQLISKYSLRELHLSFTQGFWRTRYWGPPFLQAPSGAELWVWFQDTVTDVDKSWRELSNVLSGIFCASLNFIDATNTVTPTASFKPLGLANDTDDYFLRYAVLPREVVCTENLTPWKKLLPCSSKAGLSVLLKADRLFHTSYHSQAVHIRPICRNAHCTSISWELRQTLSVVFDAFITGQGKKDWSLFRMFSRTLTEACPLASQSLVYVDITGYSQDNETLEV.... Result: 0 (no interaction). (3) The miRNA is hsa-miR-4794 with sequence UCUGGCUAUCUCACGAGACUGU. The protein sequence of the target gene is MAVVLPAVVEELLSEMAAAVQESARIPDEYLLSLKFLFGSSATQALDLVDRQSITLISSPSGRRVYQVLGSSSKTYTCLASCHYCSCPAFAFSVLRKSDSILCKHLLAVYLSQVMRTCQQLSVSDKQLTDILLMEKKQEA. Result: 1 (interaction). (4) The miRNA is hsa-miR-588 with sequence UUGGCCACAAUGGGUUAGAAC. The protein sequence of the target gene is MNSRQAWRLFLSQGRGDRWVSRPRGHFSPALRREFFTTTTKEGYDRRPVDITPLEQRKLTFDTHALVQDLETHGFDKTQAETIVSALTALSNVSLDTIYKEMVTQAQQEITVQQLMAHLDAIRKDMVILEKSEFANLRAENEKMKIELDQVKQQLMHETSRIRADNKLDINLERSRVTDMFTDQEKQLMETTTEFTKKDTQTKSIISETSNKIDAEIASLKTLMESNKLETIRYLAASVFTCLAIALGFYRFWK. Result: 1 (interaction). (5) The protein sequence of the target gene is MGTGFARGARGTAASGPGGGFLFAWILVSFTCHLASTQGAPEDVDVLQRLGLSWTKAGGGRSPTPPGVIPFPSGFIFTQRAKLQAPTANVLPTTLGRELALVLSLCSHRVNHAFLFAIRSRKHKLQLGLQFLPGRTIIHLGPRQSVAFDLDVHDGRWHHLALELRGRTVTMVTACGQHRVPVPLPSRRDSMLDPQGSFLLGKVNPRAVQFEGALCQFSIHPVAQVAHNYCAHLRERCRQVDTYSPQVGTLFPWDSGPAFALHPEPALLGLGNLTRTPATLGARPVSRALAVTLAPAMPTK.... Result: 0 (no interaction). The miRNA is hsa-miR-148b-3p with sequence UCAGUGCAUCACAGAACUUUGU.